This data is from NCI-60 drug combinations with 297,098 pairs across 59 cell lines. The task is: Regression. Given two drug SMILES strings and cell line genomic features, predict the synergy score measuring deviation from expected non-interaction effect. (1) Synergy scores: CSS=-0.183, Synergy_ZIP=-0.275, Synergy_Bliss=0.993, Synergy_Loewe=-2.48, Synergy_HSA=-1.44. Cell line: NCI-H322M. Drug 1: C1CC(=O)NC(=O)C1N2C(=O)C3=CC=CC=C3C2=O. Drug 2: C1CCC(C(C1)N)N.C(=O)(C(=O)[O-])[O-].[Pt+4]. (2) Drug 1: C1=CC(=C2C(=C1NCCNCCO)C(=O)C3=C(C=CC(=C3C2=O)O)O)NCCNCCO. Drug 2: C1CCC(CC1)NC(=O)N(CCCl)N=O. Cell line: NCI-H460. Synergy scores: CSS=21.6, Synergy_ZIP=-11.3, Synergy_Bliss=-18.4, Synergy_Loewe=-30.5, Synergy_HSA=-16.5.